Predict the reactants needed to synthesize the given product. From a dataset of Full USPTO retrosynthesis dataset with 1.9M reactions from patents (1976-2016). Given the product [CH2:13]([N:15]([CH2:20][CH3:21])[CH2:16][CH2:17][CH2:18][NH:19][C:1](=[O:12])/[CH:2]=[CH:3]/[CH2:4][CH2:5][CH2:6][CH2:7][CH2:8][CH2:9][CH3:10])[CH3:14], predict the reactants needed to synthesize it. The reactants are: [C:1]([OH:12])(=O)/[CH:2]=[CH:3]/[CH2:4][CH2:5][CH2:6][CH2:7][CH2:8][CH2:9][CH3:10].[CH2:13]([N:15]([CH2:20][CH3:21])[CH2:16][CH2:17][CH2:18][NH2:19])[CH3:14].